This data is from Full USPTO retrosynthesis dataset with 1.9M reactions from patents (1976-2016). The task is: Predict the reactants needed to synthesize the given product. (1) Given the product [CH3:7][C:5]1[N:6]=[C:2]([NH:13][CH3:12])[S:3][C:4]=1[S:8]([NH2:11])(=[O:10])=[O:9], predict the reactants needed to synthesize it. The reactants are: Cl[C:2]1[S:3][C:4]([S:8]([NH2:11])(=[O:10])=[O:9])=[C:5]([CH3:7])[N:6]=1.[CH3:12][NH2:13]. (2) Given the product [CH3:18][O:17][C:14]1[CH:13]=[CH:12][C:11](/[C:5](=[N:4]/[O:3][CH2:20][C:21]2[CH:22]=[CH:23][C:24]([O:25][CH2:26][C:27]3[N:28]=[C:29]([C:33]4[CH:38]=[CH:37][CH:36]=[CH:35][CH:34]=4)[O:30][C:31]=3[CH3:32])=[CH:39][CH:40]=2)/[C:6]([O:8][CH2:9][CH3:10])=[O:7])=[CH:16][CH:15]=1, predict the reactants needed to synthesize it. The reactants are: [H-].[Na+].[OH:3]/[N:4]=[C:5](/[C:11]1[CH:16]=[CH:15][C:14]([O:17][CH3:18])=[CH:13][CH:12]=1)\[C:6]([O:8][CH2:9][CH3:10])=[O:7].Cl[CH2:20][C:21]1[CH:40]=[CH:39][C:24]([O:25][CH2:26][C:27]2[N:28]=[C:29]([C:33]3[CH:38]=[CH:37][CH:36]=[CH:35][CH:34]=3)[O:30][C:31]=2[CH3:32])=[CH:23][CH:22]=1.Cl.C(=O)(O)[O-].[Na+]. (3) The reactants are: [C:1]([OH:6])(=[O:5])[C:2]([CH3:4])=[CH2:3].[CH2:7]([O:11][CH2:12][C:13]1[O:17][CH:16]=[CH:15][CH:14]=1)[CH:8]1[O:10][CH2:9]1. Given the product [C:1]([O:6][CH2:9][CH:8]([OH:10])[CH2:7][O:11][CH2:12][C:13]1[O:17][CH:16]=[CH:15][CH:14]=1)(=[O:5])[C:2]([CH3:4])=[CH2:3], predict the reactants needed to synthesize it. (4) Given the product [Cl:6][C:7]1[C:8]([CH3:39])=[CH:9][C:10]([O:11][CH2:12][CH2:13][CH2:14][C:15]2[C:23]3[C:18](=[C:19]([C:24]4[N:25]([CH3:29])[CH:26]=[CH:27][CH:28]=4)[CH:20]=[CH:21][CH:22]=3)[N:17]([CH2:30][CH2:31][C:32]([NH:5][S:2]([CH3:1])(=[O:4])=[O:3])=[O:33])[C:16]=2[CH3:35])=[CH:36][C:37]=1[CH3:38], predict the reactants needed to synthesize it. The reactants are: [CH3:1][S:2]([NH2:5])(=[O:4])=[O:3].[Cl:6][C:7]1[C:37]([CH3:38])=[CH:36][C:10]([O:11][CH2:12][CH2:13][CH2:14][C:15]2[C:23]3[C:18](=[C:19]([C:24]4[N:25]([CH3:29])[CH:26]=[CH:27][CH:28]=4)[CH:20]=[CH:21][CH:22]=3)[N:17]([CH2:30][CH2:31][C:32](O)=[O:33])[C:16]=2[CH3:35])=[CH:9][C:8]=1[CH3:39]. (5) Given the product [C:14]([O:13][C:11]([NH:10][C@H:6]([CH:7]([CH3:9])[CH3:8])[C@@H:5]([O:18][Si:19]([C:22]([CH3:25])([CH3:24])[CH3:23])([CH3:20])[CH3:21])[CH2:4][C:3]([OH:26])=[O:2])=[O:12])([CH3:15])([CH3:16])[CH3:17], predict the reactants needed to synthesize it. The reactants are: C[O:2][C:3](=[O:26])[CH2:4][C@H:5]([O:18][Si:19]([C:22]([CH3:25])([CH3:24])[CH3:23])([CH3:21])[CH3:20])[C@H:6]([NH:10][C:11]([O:13][C:14]([CH3:17])([CH3:16])[CH3:15])=[O:12])[CH:7]([CH3:9])[CH3:8].[OH-].[Na+]. (6) Given the product [CH3:31][N:32]([C:33]1[CH:34]=[CH:35][C:36]([C:39]([F:40])([F:41])[F:42])=[CH:37][CH:38]=1)[C:26]([N:17]1[CH2:16][CH2:15][C:12]2([C:11](=[O:20])[N:10]([C:7]3[CH:8]=[CH:9][C:4]([O:3][C:2]([F:1])([F:21])[F:22])=[CH:5][CH:6]=3)[CH2:14][CH2:13]2)[CH2:19][CH2:18]1)=[O:25], predict the reactants needed to synthesize it. The reactants are: [F:1][C:2]([F:22])([F:21])[O:3][C:4]1[CH:9]=[CH:8][C:7]([N:10]2[CH2:14][CH2:13][C:12]3([CH2:19][CH2:18][NH:17][CH2:16][CH2:15]3)[C:11]2=[O:20])=[CH:6][CH:5]=1.O=C(Cl)[O:25][C:26](Cl)(Cl)Cl.[CH3:31][NH:32][C:33]1[CH:38]=[CH:37][C:36]([C:39]([F:42])([F:41])[F:40])=[CH:35][CH:34]=1. (7) Given the product [O:18]=[C:9]1[C:8]2[CH:7]=[CH:6][CH:5]=[C:4]([C:1]([NH:52][CH2:53][CH2:54][CH2:55][CH2:56][CH2:57][C:58]([OH:60])=[O:59])=[O:3])[C:17]=2[NH:16][C:15]2[C:10]1=[CH:11][CH:12]=[CH:13][CH:14]=2, predict the reactants needed to synthesize it. The reactants are: [C:1]([C:4]1[C:17]2[NH:16][C:15]3[C:10](=[CH:11][CH:12]=[CH:13][CH:14]=3)[C:9](=[O:18])[C:8]=2[CH:7]=[CH:6][CH:5]=1)([OH:3])=O.C(N(CC)C(C)C)(C)C.F[P-](F)(F)(F)(F)F.N1(OC(N(C)C)=[N+](C)C)C2C=CC=CC=2N=N1.[NH2:52][CH2:53][CH2:54][CH2:55][CH2:56][CH2:57][C:58]([OH:60])=[O:59].Cl. (8) Given the product [Cl:32][C:33]1[CH:34]=[CH:35][C:36]([C:14]([C:24]2[CH:29]=[CH:28][C:27]([F:30])=[CH:26][CH:25]=2)([C:4]2[CH:3]=[CH:2][C:7]([CH2:8][N:9]3[CH2:10][CH2:11][CH2:12][CH2:13]3)=[CH:6][CH:5]=2)[OH:15])=[CH:37][CH:38]=1, predict the reactants needed to synthesize it. The reactants are: Cl[C:2]1[CH:3]=[C:4]([C:14](C2C=CC=C(Cl)C=2)=[O:15])[CH:5]=[CH:6][C:7]=1[CH2:8][N:9]1[CH2:13][CH2:12][CH2:11][CH2:10]1.Br[C:24]1[CH:29]=[CH:28][C:27]([F:30])=[CH:26][CH:25]=1.[Mg].[Cl:32][C:33]1[CH:34]=[C:35](C(C2C=CC(C)=CC=2)=O)[CH:36]=[CH:37][CH:38]=1. (9) Given the product [Cl:8][C:7]1[C:2]([Cl:1])=[C:3]([CH2:10][CH2:11][C:12](=[O:13])[C:14]2[O:15][C:16]([C:19]3[CH:24]=[CH:23][C:22]([C:25]([F:27])([F:28])[F:26])=[CH:21][CH:20]=3)=[CH:17][CH:18]=2)[CH:4]=[CH:5][C:6]=1[O:9][C:30]([CH3:39])([CH3:38])[C:31]([O:33][C:34]([CH3:37])([CH3:36])[CH3:35])=[O:32], predict the reactants needed to synthesize it. The reactants are: [Cl:1][C:2]1[C:7]([Cl:8])=[C:6]([OH:9])[CH:5]=[CH:4][C:3]=1[CH2:10][CH2:11][C:12]([C:14]1[O:15][C:16]([C:19]2[CH:24]=[CH:23][C:22]([C:25]([F:28])([F:27])[F:26])=[CH:21][CH:20]=2)=[CH:17][CH:18]=1)=[O:13].Br[C:30]([CH3:39])([CH3:38])[C:31]([O:33][C:34]([CH3:37])([CH3:36])[CH3:35])=[O:32]. (10) Given the product [F:1][C:2]1[CH:3]=[CH:4][C:5]([N:6]([CH2:7][C:8]([C:10]2[CH:15]=[CH:14][C:13]([S:16]([CH3:19])(=[O:18])=[O:17])=[C:12]([CH3:20])[CH:11]=2)=[O:9])[C:23](=[O:36])[CH2:24][C:26]2[CH:31]=[CH:30][CH:29]=[CH:28][CH:27]=2)=[CH:21][CH:22]=1, predict the reactants needed to synthesize it. The reactants are: [F:1][C:2]1[CH:22]=[CH:21][C:5]([NH:6][CH2:7][C:8]([C:10]2[CH:15]=[CH:14][C:13]([S:16]([CH3:19])(=[O:18])=[O:17])=[C:12]([CH3:20])[CH:11]=2)=[O:9])=[CH:4][CH:3]=1.[CH2:23](Cl)[C:24]([C:26]1[CH:31]=[CH:30][CH:29]=[CH:28][CH:27]=1)=O.C1C[O:36]CC1.